Dataset: Reaction yield outcomes from USPTO patents with 853,638 reactions. Task: Predict the reaction yield, written as a fraction of the theoretical maximum amount of product (1.0 means a 100% yield; for example, 0.34 means a 34% yield). The reactants are [Cl:1][C:2]1[C:3]2[CH:17]=[CH:16][NH:15][C:4]=2[N:5]=[C:6]([NH:8][C:9]2[CH:10]=[N:11][N:12]([CH3:14])[CH:13]=2)[N:7]=1.[Cl:18]N1C(=O)CCC1=O.O. The catalyst is CN(C=O)C. The product is [Cl:1][C:2]1[C:3]2[C:17]([Cl:18])=[CH:16][NH:15][C:4]=2[N:5]=[C:6]([NH:8][C:9]2[CH:10]=[N:11][N:12]([CH3:14])[CH:13]=2)[N:7]=1. The yield is 0.220.